This data is from Full USPTO retrosynthesis dataset with 1.9M reactions from patents (1976-2016). The task is: Predict the reactants needed to synthesize the given product. (1) Given the product [CH3:24][O:23][C:21]1[CH:22]=[C:13]2[C:14](=[CH:19][CH:20]=1)[C:15](=[O:16])[N:17]([CH3:2])[C:18]([C:26]1[CH:27]=[CH:28][CH:29]=[CH:30][N:25]=1)=[C:6]2[C:7]1[CH:8]=[CH:9][CH:10]=[CH:11][CH:12]=1, predict the reactants needed to synthesize it. The reactants are: [Li][CH2:2]CCC.[CH2:6]([C:13]1[CH:22]=[C:21]([O:23][CH3:24])[CH:20]=[CH:19][C:14]=1[C:15]([NH:17][CH3:18])=[O:16])[C:7]1[CH:12]=[CH:11][CH:10]=[CH:9][CH:8]=1.[N:25]1[CH:30]=[CH:29][CH:28]=[CH:27][C:26]=1CCl.Cl. (2) Given the product [CH3:39][C:34]1[N:33]([C:29]2[CH:28]=[C:27]([C:25]3[CH2:24][C:23](=[O:40])[NH:22][C:9]4[CH:10]=[C:11]([C:14]#[C:15][C:16]5[CH:21]=[CH:20][CH:19]=[CH:18][CH:17]=5)[CH:12]=[CH:13][C:8]=4[N:7]=3)[CH:32]=[CH:31][CH:30]=2)[CH:37]=[C:36]([CH3:38])[N:35]=1, predict the reactants needed to synthesize it. The reactants are: C(OC(=O)[NH:7][C:8]1[CH:13]=[CH:12][C:11]([C:14]#[C:15][C:16]2[CH:21]=[CH:20][CH:19]=[CH:18][CH:17]=2)=[CH:10][C:9]=1[NH:22][C:23](=[O:40])[CH2:24][C:25]([C:27]1[CH:32]=[CH:31][CH:30]=[C:29]([N:33]2[CH:37]=[C:36]([CH3:38])[N:35]=[C:34]2[CH3:39])[CH:28]=1)=O)(C)(C)C.C(O)(C(F)(F)F)=O. (3) Given the product [CH:1]1([N:5]2[CH2:6][CH2:7][N:8]([C:11]([C:13]3[CH:14]=[C:15]4[C:19](=[CH:20][CH:21]=3)[N:18]([C:38]3[CH:37]=[CH:36][CH:35]=[C:34]([C:33]([F:44])([F:43])[F:32])[CH:39]=3)[C:17]([C:22]([N:24]3[CH2:29][CH2:28][S:27](=[O:30])(=[O:31])[CH2:26][CH2:25]3)=[O:23])=[CH:16]4)=[O:12])[CH2:9][CH2:10]2)[CH2:2][CH2:3][CH2:4]1, predict the reactants needed to synthesize it. The reactants are: [CH:1]1([N:5]2[CH2:10][CH2:9][N:8]([C:11]([C:13]3[CH:14]=[C:15]4[C:19](=[CH:20][CH:21]=3)[NH:18][C:17]([C:22]([N:24]3[CH2:29][CH2:28][S:27](=[O:31])(=[O:30])[CH2:26][CH2:25]3)=[O:23])=[CH:16]4)=[O:12])[CH2:7][CH2:6]2)[CH2:4][CH2:3][CH2:2]1.[F:32][C:33]([F:44])([F:43])[C:34]1[CH:35]=[C:36](B(O)O)[CH:37]=[CH:38][CH:39]=1.N1C=CC=CC=1. (4) Given the product [F:29][C:2]([F:1])([F:30])[S:3]([NH:6][C:7]1[CH:12]=[CH:11][C:10]([C:13]2[N:14]=[C:15]([C:18]3[CH:23]=[CH:22][N:21]=[C:20]([CH2:24][CH2:25][CH3:26])[CH:19]=3)[S:16][CH:17]=2)=[CH:9][C:8]=1[OH:27])(=[O:4])=[O:5], predict the reactants needed to synthesize it. The reactants are: [F:1][C:2]([F:30])([F:29])[S:3]([NH:6][C:7]1[CH:12]=[CH:11][C:10]([C:13]2[N:14]=[C:15]([C:18]3[CH:23]=[CH:22][N:21]=[C:20]([CH2:24][CH2:25][CH3:26])[CH:19]=3)[S:16][CH:17]=2)=[CH:9][C:8]=1[O:27]C)(=[O:5])=[O:4].B(Br)(Br)Br.C(=O)(O)[O-].[Na+]. (5) Given the product [F:1][C:2]([F:15])([F:14])[S:3]([O:6][C:23]1[CH:24]=[CH:25][CH:26]=[CH:27][C:22]=1[N:16]1[CH2:17][CH2:18][O:19][CH2:20][CH2:21]1)(=[O:5])=[O:4], predict the reactants needed to synthesize it. The reactants are: [F:1][C:2]([F:15])([F:14])[S:3]([O:6]S(C(F)(F)F)(=O)=O)(=[O:5])=[O:4].[N:16]1([C:22]2[CH:27]=[CH:26][CH:25]=[CH:24][C:23]=2O)[CH2:21][CH2:20][O:19][CH2:18][CH2:17]1.C(N(CC)CC)C. (6) Given the product [Cl:15][C:12]1[CH:13]=[CH:14][C:9]([C:4]2[C:3]([OH:2])=[CH:8][CH:7]=[CH:6][CH:5]=2)=[C:10]([CH3:16])[CH:11]=1, predict the reactants needed to synthesize it. The reactants are: C[O:2][C:3]1[C:4]([C:9]2[CH:14]=[CH:13][C:12]([Cl:15])=[CH:11][C:10]=2[CH3:16])=[CH:5][CH:6]=[CH:7][CH:8]=1.B(Br)(Br)Br.FC1C=CC=C(F)C=1C1C(O)=CC=CC=1. (7) Given the product [S:16]1[CH2:12][CH2:13][N:14]=[C:15]1[NH:10][NH:9][C:3]1[CH:4]=[CH:5][CH:6]=[C:7]([CH3:8])[C:2]=1[CH3:1], predict the reactants needed to synthesize it. The reactants are: [CH3:1][C:2]1[C:7]([CH3:8])=[CH:6][CH:5]=[CH:4][C:3]=1[NH:9][NH2:10].Cl[CH2:12][CH2:13][N:14]=[C:15]=[S:16].[OH-].[Na+].